From a dataset of Forward reaction prediction with 1.9M reactions from USPTO patents (1976-2016). Predict the product of the given reaction. (1) Given the reactants Cl.[CH3:2][O:3][C:4]1[C:12]2[O:11][C:10]([CH3:14])([CH3:13])[CH2:9][C:8]=2[C:7]([C:15]2[C:16]([CH3:28])([CH3:27])[C:17](=[O:26])[N:18]([CH:20]3[CH2:25][CH2:24][NH:23][CH2:22][CH2:21]3)[N:19]=2)=[CH:6][CH:5]=1.[C:29]([O:32][C:33]1[CH:38]=[CH:37][CH:36]=[CH:35][C:34]=1[C:39](Cl)=[O:40])(=[O:31])[CH3:30], predict the reaction product. The product is: [C:29]([O:32][C:33]1[CH:38]=[CH:37][CH:36]=[CH:35][C:34]=1[C:39]([N:23]1[CH2:24][CH2:25][CH:20]([N:18]2[C:17](=[O:26])[C:16]([CH3:28])([CH3:27])[C:15]([C:7]3[C:8]4[CH2:9][C:10]([CH3:14])([CH3:13])[O:11][C:12]=4[C:4]([O:3][CH3:2])=[CH:5][CH:6]=3)=[N:19]2)[CH2:21][CH2:22]1)=[O:40])(=[O:31])[CH3:30]. (2) Given the reactants C(N[C@@H](C(O)=O)CC1C=CC=CC=1)(=O)C.[NH2:16][C@H:17]([C:23]1[CH:28]=[CH:27][C:26]([O:29][CH3:30])=[C:25]([O:31][CH3:32])[CH:24]=1)[CH2:18][C:19]([O:21][CH3:22])=[O:20].C(Cl)Cl.[OH-].[Na+], predict the reaction product. The product is: [NH2:16][C@H:17]([C:23]1[CH:28]=[CH:27][C:26]([O:29][CH3:30])=[C:25]([O:31][CH3:32])[CH:24]=1)[CH2:18][C:19]([O:21][CH3:22])=[O:20]. (3) Given the reactants C([O:8][C:9]1[CH:24]=[CH:23][C:12]([O:13][CH2:14][CH2:15][CH2:16][N:17]2[CH2:22][CH2:21][CH2:20][CH2:19][CH2:18]2)=[CH:11][CH:10]=1)C1C=CC=CC=1.C([O-])=O.[NH4+], predict the reaction product. The product is: [N:17]1([CH2:16][CH2:15][CH2:14][O:13][C:12]2[CH:11]=[CH:10][C:9]([OH:8])=[CH:24][CH:23]=2)[CH2:18][CH2:19][CH2:20][CH2:21][CH2:22]1. (4) Given the reactants [Br:1][C:2]1[CH:3]=[CH:4][C:5](F)=[C:6]([CH:9]=1)[C:7]#[N:8].[NH2:11][NH2:12], predict the reaction product. The product is: [Br:1][C:2]1[CH:9]=[C:6]2[C:5](=[CH:4][CH:3]=1)[NH:12][N:11]=[C:7]2[NH2:8]. (5) Given the reactants [F:1][C:2]1[CH:7]=[CH:6][C:5]([S:8]([N:11]([CH3:13])[CH3:12])(=[O:10])=[O:9])=[CH:4][CH:3]=1.S(=O)(=O)(O)O.[Br:19]N1C(=O)CCC1=O, predict the reaction product. The product is: [Br:19][C:7]1[CH:6]=[C:5]([S:8]([N:11]([CH3:13])[CH3:12])(=[O:10])=[O:9])[CH:4]=[CH:3][C:2]=1[F:1]. (6) Given the reactants Br[C:2]1[CH:7]=[CH:6][C:5]([N:8]2[C:12]([C:13]3[C:14](=[O:35])[N:15]([C@@H:31]([CH3:34])[CH2:32][OH:33])[C:16](=[O:30])[N:17]([C:20]4[CH:25]=[CH:24][CH:23]=[C:22]([C:26]([F:29])([F:28])[F:27])[CH:21]=4)[C:18]=3[CH3:19])=[CH:11][CH:10]=[N:9]2)=[CH:4][CH:3]=1.[CH3:36][N:37](C)C=O, predict the reaction product. The product is: [OH:33][CH2:32][C@@H:31]([N:15]1[C:14](=[O:35])[C:13]([C:12]2[N:8]([C:5]3[CH:6]=[CH:7][C:2]([C:36]#[N:37])=[CH:3][CH:4]=3)[N:9]=[CH:10][CH:11]=2)=[C:18]([CH3:19])[N:17]([C:20]2[CH:25]=[CH:24][CH:23]=[C:22]([C:26]([F:29])([F:28])[F:27])[CH:21]=2)[C:16]1=[O:30])[CH3:34].